From a dataset of Reaction yield outcomes from USPTO patents with 853,638 reactions. Predict the reaction yield, written as a fraction of the theoretical maximum amount of product (1.0 means a 100% yield; for example, 0.34 means a 34% yield). (1) The reactants are [CH2:1]([C:5]1([CH2:22][CH2:23][CH2:24][CH3:25])[C:14]2[C:9](=[CH:10][CH:11]=[CH:12][CH:13]=2)[C:8]([OH:15])=[C:7](C(OCC)=O)[C:6]1=[O:21])[CH2:2][CH2:3][CH3:4]. The catalyst is O1CCOCC1.Cl. The product is [CH2:1]([C:5]1([CH2:22][CH2:23][CH2:24][CH3:25])[C:14]2[C:9](=[CH:10][CH:11]=[CH:12][CH:13]=2)[C:8]([OH:15])=[CH:7][C:6]1=[O:21])[CH2:2][CH2:3][CH3:4]. The yield is 0.880. (2) The reactants are C(=O)([O-])[O-].[K+].[K+].Cl.[OH:8][C:9]1[CH:14]=[CH:13][C:12]([N:15]2[C:20]([CH3:21])=[CH:19][C:18](=[O:22])[CH:17]=[C:16]2[CH3:23])=[CH:11][CH:10]=1.[CH2:24]([CH:26]([CH2:29][CH2:30][CH2:31][CH3:32])[CH2:27]Br)[CH3:25].[I-].[K+]. The catalyst is O.CN1C(=O)CCC1. The product is [CH2:24]([CH:26]([CH2:29][CH2:30][CH2:31][CH3:32])[CH2:27][O:8][C:9]1[CH:14]=[CH:13][C:12]([N:15]2[C:16]([CH3:23])=[CH:17][C:18](=[O:22])[CH:19]=[C:20]2[CH3:21])=[CH:11][CH:10]=1)[CH3:25]. The yield is 0.410. (3) The reactants are [NH2:1][C:2]1[C:7]([OH:8])=[CH:6][C:5]([N+:9]([O-:11])=[O:10])=[CH:4][N:3]=1.CN(C)C=O.C(=O)([O-])[O-].[K+].[K+].Br[CH2:24][CH:25]1[O:27][CH2:26]1. The catalyst is CCOC(C)=O. The product is [N+:9]([C:5]1[CH:4]=[N:3][C:2]2[NH:1][CH:25]([CH2:26][OH:27])[CH2:24][O:8][C:7]=2[CH:6]=1)([O-:11])=[O:10]. The yield is 0.460. (4) The reactants are [CH3:1][O:2][C:3](=[O:28])[CH2:4][N:5]1[CH2:11][C:10]([CH2:12][NH2:13])=[CH:9][CH2:8][CH:7]([NH:14][C:15]([C:17]2[C:26]3[C:21](=[CH:22][CH:23]=[CH:24][CH:25]=3)[CH:20]=[CH:19][N:18]=2)=[O:16])[C:6]1=[O:27].[C:29](Cl)(=[O:36])[C:30]1[CH:35]=[CH:34][CH:33]=[CH:32][CH:31]=1.C(N(CC)CC)C.CO. The catalyst is C1COCC1. The product is [CH3:1][O:2][C:3](=[O:28])[CH2:4][N:5]1[CH2:11][C:10]([CH2:12][NH:13][C:29](=[O:36])[C:30]2[CH:35]=[CH:34][CH:33]=[CH:32][CH:31]=2)=[CH:9][CH2:8][CH:7]([NH:14][C:15]([C:17]2[C:26]3[C:21](=[CH:22][CH:23]=[CH:24][CH:25]=3)[CH:20]=[CH:19][N:18]=2)=[O:16])[C:6]1=[O:27]. The yield is 0.460. (5) The reactants are O[CH2:2][C:3]1[CH:12]=[N:11][C:10]2[N:9]3[CH2:13][CH2:14][CH2:15][CH2:16][C@H:8]3[C:7](=[O:17])[NH:6][C:5]=2[CH:4]=1.Cl.Cl.[CH3:20][NH:21][C:22](=[O:36])[C:23]1[CH:28]=[CH:27][C:26]([N:29]2[CH2:34][CH2:33][NH:32][CH2:31][CH2:30]2)=[C:25]([CH3:35])[CH:24]=1.[I-].C(C[P+](C)(C)C)#N.C(N(CC)C(C)C)(C)C. The catalyst is C(#N)CC. The product is [CH3:20][NH:21][C:22](=[O:36])[C:23]1[CH:28]=[CH:27][C:26]([N:29]2[CH2:34][CH2:33][N:32]([CH2:2][C:3]3[CH:12]=[N:11][C:10]4[N:9]5[CH2:13][CH2:14][CH2:15][CH2:16][C@H:8]5[C:7](=[O:17])[NH:6][C:5]=4[CH:4]=3)[CH2:31][CH2:30]2)=[C:25]([CH3:35])[CH:24]=1. The yield is 0.142. (6) The product is [C:1]1([C:27]2[CH:32]=[CH:31][CH:30]=[CH:29][CH:28]=2)[CH:6]=[CH:5][CH:4]=[C:3]([NH:7][C:8](=[O:26])[CH2:9][CH2:10][CH2:11][CH2:12][CH2:13][NH:14][C:15](=[O:25])[CH2:16][CH:17]([OH:18])[C:21]([O:20][CH3:19])=[O:22])[CH:2]=1. The reactants are [C:1]1([C:27]2[CH:32]=[CH:31][CH:30]=[CH:29][CH:28]=2)[CH:6]=[CH:5][CH:4]=[C:3]([NH:7][C:8](=[O:26])[CH2:9][CH2:10][CH2:11][CH2:12][CH2:13][NH:14][C:15](=[O:25])[CH2:16][CH:17]2[C:21](=[O:22])[O:20][C:19](C)(C)[O:18]2)[CH:2]=1.CC1C=CC(S(O)(=O)=O)=CC=1. The yield is 0.350. The catalyst is CO. (7) The reactants are Cl.[F:2][C:3]1([C:16]2[CH:21]=[CH:20][CH:19]=[CH:18][CH:17]=2)[CH2:8][CH2:7][N:6](C(OC(C)(C)C)=O)[CH2:5][CH2:4]1. The catalyst is O1CCOCC1. The product is [F:2][C:3]1([C:16]2[CH:21]=[CH:20][CH:19]=[CH:18][CH:17]=2)[CH2:8][CH2:7][NH:6][CH2:5][CH2:4]1. The yield is 0.870.